This data is from Full USPTO retrosynthesis dataset with 1.9M reactions from patents (1976-2016). The task is: Predict the reactants needed to synthesize the given product. Given the product [N:20]1[CH:25]=[CH:24][CH:23]=[C:22]([CH2:26][N:4]2[CH2:3][CH2:2][N:1]([C:7]3[CH:8]=[CH:9][C:10]4[N:11]([C:13]([C:16]([F:17])([F:18])[F:19])=[N:14][N:15]=4)[N:12]=3)[CH2:6][CH2:5]2)[CH:21]=1, predict the reactants needed to synthesize it. The reactants are: [N:1]1([C:7]2[CH:8]=[CH:9][C:10]3[N:11]([C:13]([C:16]([F:19])([F:18])[F:17])=[N:14][N:15]=3)[N:12]=2)[CH2:6][CH2:5][NH:4][CH2:3][CH2:2]1.[N:20]1[CH:25]=[CH:24][CH:23]=[C:22]([CH:26]=O)[CH:21]=1.